From a dataset of Forward reaction prediction with 1.9M reactions from USPTO patents (1976-2016). Predict the product of the given reaction. (1) Given the reactants [F:1][C:2]1[CH:3]=[C:4]([CH:8]=[C:9]([F:11])[CH:10]=1)[C:5](Cl)=[O:6].[NH2:12][C:13]1[CH:14]=[CH:15][C:16]([CH3:37])=[C:17]([N:19]2[C:28](=[O:29])[C:27]3[C:22](=[CH:23][CH:24]=[C:25]([N:30]4[CH2:35][CH2:34][N:33]([CH3:36])[CH2:32][CH2:31]4)[CH:26]=3)[N:21]=[CH:20]2)[CH:18]=1.C(N(CC)CC)C, predict the reaction product. The product is: [F:1][C:2]1[CH:3]=[C:4]([CH:8]=[C:9]([F:11])[CH:10]=1)[C:5]([NH:12][C:13]1[CH:14]=[CH:15][C:16]([CH3:37])=[C:17]([N:19]2[C:28](=[O:29])[C:27]3[C:22](=[CH:23][CH:24]=[C:25]([N:30]4[CH2:35][CH2:34][N:33]([CH3:36])[CH2:32][CH2:31]4)[CH:26]=3)[N:21]=[CH:20]2)[CH:18]=1)=[O:6]. (2) Given the reactants [OH:1][CH2:2][C:3]1([C:7]([O:9][CH2:10][CH3:11])=[O:8])[CH2:6][CH2:5][CH2:4]1.[F:12][C:13]([F:21])(S(F)(=O)=O)C(O)=O, predict the reaction product. The product is: [F:12][CH:13]([F:21])[O:1][CH2:2][C:3]1([C:7]([O:9][CH2:10][CH3:11])=[O:8])[CH2:6][CH2:5][CH2:4]1.